Dataset: Forward reaction prediction with 1.9M reactions from USPTO patents (1976-2016). Task: Predict the product of the given reaction. Given the reactants [Br:1][C:2]1[CH:3]=[C:4]2[C:9](=[CH:10][CH:11]=1)[C:8](=[O:12])[NH:7][C:6](=[O:13])/[C:5]/2=[CH:14]/OC.Cl.[NH2:18][CH:19]([C:21]1[CH:22]=[CH:23][C:24]([O:28][CH3:29])=[C:25]([OH:27])[CH:26]=1)[CH3:20].C(N(CC)CC)C, predict the reaction product. The product is: [Br:1][C:2]1[CH:3]=[C:4]2[C:9](=[CH:10][CH:11]=1)[C:8](=[O:12])[NH:7][C:6](=[O:13])/[C:5]/2=[CH:14]\[NH:18][CH:19]([C:21]1[CH:22]=[CH:23][C:24]([O:28][CH3:29])=[C:25]([OH:27])[CH:26]=1)[CH3:20].